This data is from Reaction yield outcomes from USPTO patents with 853,638 reactions. The task is: Predict the reaction yield, written as a fraction of the theoretical maximum amount of product (1.0 means a 100% yield; for example, 0.34 means a 34% yield). (1) The reactants are [F:1][C:2]1[CH:3]=[CH:4][C:5]2[O:10][CH2:9][C:8](=[O:11])[N:7]([CH2:12][C@H:13]([CH3:16])[CH2:14]I)[C:6]=2[CH:17]=1.[CH2:18]([CH:22]1[CH2:27][CH2:26][NH:25][CH2:24][CH2:23]1)[CH2:19][CH2:20][CH3:21]. The catalyst is CCCCCCC.CCOC(C)=O. The product is [CH2:18]([CH:22]1[CH2:27][CH2:26][N:25]([CH2:14][C@@H:13]([CH3:16])[CH2:12][N:7]2[C:6]3[CH:17]=[C:2]([F:1])[CH:3]=[CH:4][C:5]=3[O:10][CH2:9][C:8]2=[O:11])[CH2:24][CH2:23]1)[CH2:19][CH2:20][CH3:21]. The yield is 0.580. (2) The reactants are [CH3:1][O:2][C:3]([C:5]1([C:8]2[CH:13]=[CH:12][CH:11]=[CH:10][C:9]=2[C:14]#[C:15][C:16]2[C:21]([C:22]([F:25])([F:24])[F:23])=[CH:20][N:19]=[C:18]([NH:26][C:27]3[CH:32]=[CH:31][C:30]([CH:33]4[CH2:36][N:35]([C:37]([O:39][C:40]([CH3:43])([CH3:42])[CH3:41])=[O:38])[CH2:34]4)=[CH:29][CH:28]=3)[N:17]=2)[CH2:7][CH2:6]1)=[O:4].CCN(CC)CC.[H][H]. The catalyst is CN(C=O)C.CCOC(C)=O.[Pd]. The product is [CH3:1][O:2][C:3]([C:5]1([C:8]2[CH:13]=[CH:12][CH:11]=[CH:10][C:9]=2[CH2:14][CH2:15][C:16]2[C:21]([C:22]([F:23])([F:25])[F:24])=[CH:20][N:19]=[C:18]([NH:26][C:27]3[CH:32]=[CH:31][C:30]([CH:33]4[CH2:34][N:35]([C:37]([O:39][C:40]([CH3:42])([CH3:43])[CH3:41])=[O:38])[CH2:36]4)=[CH:29][CH:28]=3)[N:17]=2)[CH2:6][CH2:7]1)=[O:4]. The yield is 0.990.